From a dataset of NCI-60 drug combinations with 297,098 pairs across 59 cell lines. Regression. Given two drug SMILES strings and cell line genomic features, predict the synergy score measuring deviation from expected non-interaction effect. (1) Drug 1: C1=NC2=C(N1)C(=S)N=CN2. Drug 2: CC1C(C(CC(O1)OC2CC(CC3=C2C(=C4C(=C3O)C(=O)C5=C(C4=O)C(=CC=C5)OC)O)(C(=O)CO)O)N)O.Cl. Cell line: A549. Synergy scores: CSS=35.1, Synergy_ZIP=-1.17, Synergy_Bliss=-3.25, Synergy_Loewe=-4.64, Synergy_HSA=-0.213. (2) Drug 1: CS(=O)(=O)C1=CC(=C(C=C1)C(=O)NC2=CC(=C(C=C2)Cl)C3=CC=CC=N3)Cl. Drug 2: CN(CC1=CN=C2C(=N1)C(=NC(=N2)N)N)C3=CC=C(C=C3)C(=O)NC(CCC(=O)O)C(=O)O. Cell line: RPMI-8226. Synergy scores: CSS=-9.34, Synergy_ZIP=-9.39, Synergy_Bliss=-15.5, Synergy_Loewe=-59.5, Synergy_HSA=-24.7. (3) Drug 1: CC1=C2C(C(=O)C3(C(CC4C(C3C(C(C2(C)C)(CC1OC(=O)C(C(C5=CC=CC=C5)NC(=O)OC(C)(C)C)O)O)OC(=O)C6=CC=CC=C6)(CO4)OC(=O)C)O)C)O. Drug 2: CCN(CC)CCCC(C)NC1=C2C=C(C=CC2=NC3=C1C=CC(=C3)Cl)OC. Cell line: UACC-257. Synergy scores: CSS=22.9, Synergy_ZIP=-5.14, Synergy_Bliss=-0.287, Synergy_Loewe=-36.4, Synergy_HSA=1.76. (4) Drug 1: CNC(=O)C1=CC=CC=C1SC2=CC3=C(C=C2)C(=NN3)C=CC4=CC=CC=N4. Drug 2: C1=NC2=C(N1)C(=S)N=CN2. Cell line: SF-295. Synergy scores: CSS=23.3, Synergy_ZIP=-12.5, Synergy_Bliss=-5.78, Synergy_Loewe=-10.2, Synergy_HSA=-4.43.